Dataset: Catalyst prediction with 721,799 reactions and 888 catalyst types from USPTO. Task: Predict which catalyst facilitates the given reaction. (1) Reactant: [F:1][C:2]([F:12])([F:11])[C:3]1[CH:10]=[CH:9][C:6]([CH:7]=O)=[CH:5][CH:4]=1.[CH3:13][C:14]1([CH3:22])[O:21][C:19](=[O:20])[CH2:18][C:16](=[O:17])[O:15]1.N1CCCC1C(O)=O.[CH3:31][S:32][CH2:33][C:34]1[CH:35]=[CH:36][CH:37]=[C:38]2[C:42]=1[NH:41][CH:40]=[CH:39]2. Product: [CH3:13][C:14]1([CH3:22])[O:21][C:19](=[O:20])[CH:18]([CH:7]([C:39]2[C:38]3[C:42](=[C:34]([CH2:33][S:32][CH3:31])[CH:35]=[CH:36][CH:37]=3)[NH:41][CH:40]=2)[C:6]2[CH:9]=[CH:10][C:3]([C:2]([F:12])([F:11])[F:1])=[CH:4][CH:5]=2)[C:16](=[O:17])[O:15]1. The catalyst class is: 10. (2) Reactant: [OH:1][CH2:2][C:3]1[NH:4][CH:5]=[C:6]([O:10][CH2:11][C:12]2[CH:17]=[CH:16][C:15]([O:18][CH3:19])=[CH:14][CH:13]=2)[C:7](=[O:9])[CH:8]=1.[C:20](Cl)(=[O:22])[CH3:21]. Product: [CH3:19][O:18][C:15]1[CH:14]=[CH:13][C:12]([CH2:11][O:10][C:6]2[C:7](=[O:9])[CH:8]=[C:3]([CH2:2][O:1][C:20](=[O:22])[CH3:21])[NH:4][CH:5]=2)=[CH:17][CH:16]=1. The catalyst class is: 17. (3) Reactant: [SH:1][C:2]1[CH:15]=[CH:14][CH:13]=[CH:12][C:3]=1[C:4]([NH:6][C:7](=[O:11])[CH2:8][CH2:9][NH2:10])=[O:5].[C:16]([N:20]=[C:21]=[O:22])([CH3:19])([CH3:18])[CH3:17]. Product: [C:16]([NH:20][C:21]([S:1][C:2]1[CH:15]=[CH:14][CH:13]=[CH:12][C:3]=1[C:4]([NH:6][C:7](=[O:11])[CH2:8][CH2:9][NH2:10])=[O:5])=[O:22])([CH3:19])([CH3:18])[CH3:17]. The catalyst class is: 3. (4) Reactant: [CH3:1][S:2]([C:5]1[CH:10]=[CH:9][C:8]([CH:11]([CH2:20][CH:21]2[CH2:25][CH2:24][CH:23]([O:26]C3CCCCO3)[CH2:22]2)[C:12]([NH:14][C:15]2[S:16][CH:17]=[CH:18][N:19]=2)=[O:13])=[CH:7][CH:6]=1)(=[O:4])=[O:3].C1(C)C=CC(S([O-])(=O)=O)=CC=1.[NH+]1C=CC=CC=1. Product: [OH:26][CH:23]1[CH2:24][CH2:25][CH:21]([CH2:20][CH:11]([C:8]2[CH:7]=[CH:6][C:5]([S:2]([CH3:1])(=[O:4])=[O:3])=[CH:10][CH:9]=2)[C:12]([NH:14][C:15]2[S:16][CH:17]=[CH:18][N:19]=2)=[O:13])[CH2:22]1. The catalyst class is: 8. (5) Reactant: [NH2:1][C:2]1[CH:3]=[N:4][C:5]2[C:10]([C:11]=1[NH:12][CH2:13][C:14]([CH3:17])([OH:16])[CH3:15])=[CH:9][CH:8]=[CH:7][CH:6]=2.[CH3:18][O:19][C:20]([NH:22][C:23](=NC(OC)=O)OC)=[O:21].C(O)(=O)C.C1(C)C=CC(S(O)(=O)=O)=CC=1. Product: [OH:16][C:14]([CH3:17])([CH3:15])[CH2:13][N:12]1[C:11]2[C:10]3[CH:9]=[CH:8][CH:7]=[CH:6][C:5]=3[N:4]=[CH:3][C:2]=2[N:1]=[C:23]1[NH:22][C:20](=[O:21])[O:19][CH3:18]. The catalyst class is: 5. (6) Reactant: C(N(CC)CC)C.Cl.[CH:9]([O:12][C:13]([N:15]1[CH2:20][CH2:19][CH:18]([NH:21][NH2:22])[CH2:17][CH2:16]1)=[O:14])([CH3:11])[CH3:10].[Cl:23][C:24]1[C:29]([C:30](=O)[CH3:31])=[C:28](Cl)[N:27]=[CH:26][N:25]=1. Product: [CH:9]([O:12][C:13]([N:15]1[CH2:16][CH2:17][CH:18]([N:21]2[C:28]3=[N:27][CH:26]=[N:25][C:24]([Cl:23])=[C:29]3[C:30]([CH3:31])=[N:22]2)[CH2:19][CH2:20]1)=[O:14])([CH3:11])[CH3:10]. The catalyst class is: 11. (7) Reactant: Br[CH2:2][C:3]([C:5]1[S:9][CH:8]2[CH:10]=[CH:11][S:12][CH:7]2[CH:6]=1)=[O:4].[C:13]([N:20]1[CH2:27][CH2:26][CH2:25][C@H:21]1[C:22]([OH:24])=[O:23])([O:15][C:16]([CH3:19])([CH3:18])[CH3:17])=[O:14].CC#N. Product: [S:9]1[C:5]([C:3](=[O:4])[CH2:2][O:24][C:22]([CH:21]2[CH2:25][CH2:26][CH2:27][N:20]2[C:13]([O:15][C:16]([CH3:19])([CH3:18])[CH3:17])=[O:14])=[O:23])=[CH:6][CH:7]2[S:12][CH:11]=[CH:10][CH:8]12. The catalyst class is: 66. (8) Reactant: [H-].[Al+3].[Li+].[H-].[H-].[H-].[Si:7]([O:14][C:15]1[CH:20]=[CH:19][C:18]([CH2:21][C:22](OC)=[O:23])=[CH:17][CH:16]=1)([C:10]([CH3:13])([CH3:12])[CH3:11])([CH3:9])[CH3:8]. Product: [Si:7]([O:14][C:15]1[CH:20]=[CH:19][C:18]([CH2:21][CH2:22][OH:23])=[CH:17][CH:16]=1)([C:10]([CH3:13])([CH3:12])[CH3:11])([CH3:9])[CH3:8]. The catalyst class is: 27.